This data is from Full USPTO retrosynthesis dataset with 1.9M reactions from patents (1976-2016). The task is: Predict the reactants needed to synthesize the given product. (1) Given the product [C:1]1([S:7]([N:10]2[C:14]3=[N:15][CH:16]=[C:17]([F:19])[CH:18]=[C:13]3[CH:12]=[C:11]2[C:20]([O:28][S:45]([C:42]2[CH:43]=[CH:44][C:39]([CH3:59])=[CH:40][CH:41]=2)(=[O:47])=[O:46])=[CH:21][CH:22]2[CH2:23][CH2:24][O:25][CH2:26][CH2:27]2)(=[O:9])=[O:8])[CH:2]=[CH:3][CH:4]=[CH:5][CH:6]=1, predict the reactants needed to synthesize it. The reactants are: [C:1]1([S:7]([N:10]2[C:14]3=[N:15][CH:16]=[C:17]([F:19])[CH:18]=[C:13]3[CH:12]=[C:11]2[C:20](=[O:28])[CH2:21][CH:22]2[CH2:27][CH2:26][O:25][CH2:24][CH2:23]2)(=[O:9])=[O:8])[CH:6]=[CH:5][CH:4]=[CH:3][CH:2]=1.C[Si]([N-][Si](C)(C)C)(C)C.[Li+].[C:39]1([CH3:59])[CH:44]=[CH:43][C:42]([S:45](O[S:45]([C:42]2[CH:43]=[CH:44][C:39]([CH3:59])=[CH:40][CH:41]=2)(=[O:47])=[O:46])(=[O:47])=[O:46])=[CH:41][CH:40]=1. (2) Given the product [F:1][C:2]1[C:10]([F:11])=[C:9]([F:12])[C:8]([F:13])=[C:7]2[C:3]=1[C:4]([C:14]([NH:16][C@H:17]1[CH2:22][CH2:21][CH2:20][CH2:19][C@@H:18]1[OH:23])=[O:15])=[CH:5][N:6]2[CH2:25][C:26]1[CH:31]=[CH:30][C:29]([C:32]2[CH:33]=[N:34][N:35]([CH3:37])[CH:36]=2)=[CH:28][C:27]=1[F:38], predict the reactants needed to synthesize it. The reactants are: [F:1][C:2]1[C:10]([F:11])=[C:9]([F:12])[C:8]([F:13])=[C:7]2[C:3]=1[C:4]([C:14]([NH:16][C@H:17]1[CH2:22][CH2:21][CH2:20][CH2:19][C@@H:18]1[OH:23])=[O:15])=[CH:5][NH:6]2.Cl[CH2:25][C:26]1[CH:31]=[CH:30][C:29]([C:32]2[CH:33]=[N:34][N:35]([CH3:37])[CH:36]=2)=[CH:28][C:27]=1[F:38].C(=O)([O-])[O-].[Cs+].[Cs+]. (3) Given the product [Cl:26][C:3]1[C:2]([C:27]#[N:28])=[CH:7][N:6]=[C:5]2[NH:8][C:9]([C:11]3[CH:16]=[CH:15][C:14]([O:17][CH2:18][CH2:19][N:20]4[CH2:25][CH2:24][O:23][CH2:22][CH2:21]4)=[CH:13][CH:12]=3)=[N:10][C:4]=12, predict the reactants needed to synthesize it. The reactants are: Cl[C:2]1[C:3]([Cl:26])=[C:4]2[N:10]=[C:9]([C:11]3[CH:16]=[CH:15][C:14]([O:17][CH2:18][CH2:19][N:20]4[CH2:25][CH2:24][O:23][CH2:22][CH2:21]4)=[CH:13][CH:12]=3)[NH:8][C:5]2=[N:6][CH:7]=1.[CH3:27][N:28](C=O)C. (4) Given the product [CH3:22][N:23]([CH3:38])[CH2:24][CH2:25][CH2:26][CH2:27][CH2:28][O:29][C:2]1[C:3]([C:8]2[N:12]=[C:11]([C:13]3[CH:14]=[C:15]([F:21])[CH:16]=[C:17]([C:19]#[N:20])[CH:18]=3)[O:10][N:9]=2)=[N:4][CH:5]=[CH:6][CH:7]=1, predict the reactants needed to synthesize it. The reactants are: F[C:2]1[C:3]([C:8]2[N:12]=[C:11]([C:13]3[CH:18]=[C:17]([C:19]#[N:20])[CH:16]=[C:15]([F:21])[CH:14]=3)[O:10][N:9]=2)=[N:4][CH:5]=[CH:6][CH:7]=1.[CH3:22][N:23]([CH3:38])[CH2:24][CH2:25][CH2:26][CH2:27][CH2:28][O:29]CCCCCN(C)C.[K]. (5) The reactants are: [Cl:1][C:2]1[N:6]2[N:7]=[C:8](Cl)[CH:9]=[CH:10][C:5]2=[N:4][N:3]=1.[OH:12][CH2:13][CH:14]1[CH2:17][CH2:16][O:15]1.C(=O)([O-])[O-].[K+].[K+]. Given the product [Cl:1][C:2]1[N:6]2[N:7]=[C:8]([O:12][CH2:13][CH:14]3[CH2:17][CH2:16][O:15]3)[CH:9]=[CH:10][C:5]2=[N:4][N:3]=1, predict the reactants needed to synthesize it.